Dataset: Peptide-MHC class II binding affinity with 134,281 pairs from IEDB. Task: Regression. Given a peptide amino acid sequence and an MHC pseudo amino acid sequence, predict their binding affinity value. This is MHC class II binding data. (1) The peptide sequence is YDKFLANVSTVGTGK. The MHC is DRB1_0802 with pseudo-sequence DRB1_0802. The binding affinity (normalized) is 0.817. (2) The binding affinity (normalized) is 0.692. The MHC is DRB4_0103 with pseudo-sequence DRB4_0103. The peptide sequence is PPAGTRKIMKVVNRW. (3) The peptide sequence is ALQSHDDVALVSVMW. The MHC is DRB1_1302 with pseudo-sequence DRB1_1302. The binding affinity (normalized) is 0.713. (4) The peptide sequence is SRLSRNFTKGVKKIL. The MHC is DRB1_0101 with pseudo-sequence DRB1_0101. The binding affinity (normalized) is 0.405. (5) The peptide sequence is YLVGSNMTQRVVIALKK. The MHC is HLA-DQA10103-DQB10603 with pseudo-sequence HLA-DQA10103-DQB10603. The binding affinity (normalized) is 0.478. (6) The MHC is HLA-DQA10601-DQB10402 with pseudo-sequence HLA-DQA10601-DQB10402. The binding affinity (normalized) is 0.625. The peptide sequence is TAKLRWFHERGYVKL.